Dataset: Reaction yield outcomes from USPTO patents with 853,638 reactions. Task: Predict the reaction yield, written as a fraction of the theoretical maximum amount of product (1.0 means a 100% yield; for example, 0.34 means a 34% yield). The reactants are [C:1](OC(=O)C)(=[O:3])[CH3:2].C(N(CC)CC)C.[CH3:15][C:16]1[O:20][N:19]=[C:18]([C:21]2[CH:26]=[CH:25][CH:24]=[C:23]([F:27])[CH:22]=2)[C:17]=1[C:28]1[CH:33]=[CH:32][C:31]([S:34]([NH2:37])(=[O:36])=[O:35])=[CH:30][CH:29]=1. The catalyst is O1CCCC1. The product is [F:27][C:23]1[CH:22]=[C:21]([C:18]2[C:17]([C:28]3[CH:29]=[CH:30][C:31]([S:34]([NH:37][C:1](=[O:3])[CH3:2])(=[O:36])=[O:35])=[CH:32][CH:33]=3)=[C:16]([CH3:15])[O:20][N:19]=2)[CH:26]=[CH:25][CH:24]=1. The yield is 0.810.